This data is from Catalyst prediction with 721,799 reactions and 888 catalyst types from USPTO. The task is: Predict which catalyst facilitates the given reaction. (1) Reactant: C(O)(=O)C.[CH3:5][O:6][C:7]1[CH:16]=[C:15]2[C:10]([CH2:11][CH2:12][C:13](=O)[C:14]2([CH3:18])[CH3:17])=[CH:9][CH:8]=1.Cl.[Cl:21][C:22]1[CH:23]=[C:24]([NH:29]N)[CH:25]=[CH:26][C:27]=1[Cl:28].C(OCC)C. Product: [Cl:28][C:27]1[CH:26]=[C:25]2[C:24](=[CH:23][C:22]=1[Cl:21])[NH:29][C:13]1[C:14]([CH3:18])([CH3:17])[C:15]3[CH:16]=[C:7]([O:6][CH3:5])[CH:8]=[CH:9][C:10]=3[CH2:11][C:12]2=1. The catalyst class is: 6. (2) Reactant: C([O:3][C:4]([C:6]1[C:7]([CH3:24])=[N:8][N:9]2[C:14]([O:15][CH2:16][CH:17]3[CH2:22][CH2:21][CH2:20][CH2:19][CH2:18]3)=[CH:13][C:12]([CH3:23])=[CH:11][C:10]=12)=[O:5])C.[OH-].[Na+].C(#N)C.FC(F)(F)C(O)=O. Product: [CH:17]1([CH2:16][O:15][C:14]2[N:9]3[N:8]=[C:7]([CH3:24])[C:6]([C:4]([OH:5])=[O:3])=[C:10]3[CH:11]=[C:12]([CH3:23])[CH:13]=2)[CH2:18][CH2:19][CH2:20][CH2:21][CH2:22]1. The catalyst class is: 12. (3) Reactant: C([O-])([O-])=O.[K+].[K+].[C:7]1([OH:13])[CH:12]=[CH:11][CH:10]=[CH:9][CH:8]=1.Br[CH2:15][C:16]([C:18]1[C:26]2[CH:25]=[CH:24][CH:23]=[CH:22][C:21]=2[N:20]2[CH2:27][CH2:28][N:29](C(=O)C(F)(F)F)[CH2:30][CH2:31][C:19]=12)=[O:17].[OH-].[Na+]. Product: [O:13]([CH2:15][C:16]([C:18]1[C:26]2[CH:25]=[CH:24][CH:23]=[CH:22][C:21]=2[N:20]2[CH2:27][CH2:28][NH:29][CH2:30][CH2:31][C:19]=12)=[O:17])[C:7]1[CH:12]=[CH:11][CH:10]=[CH:9][CH:8]=1. The catalyst class is: 3. (4) Reactant: Cl.[Br:2][C:3]1[CH:4]=[CH:5][C:6]([O:9][CH2:10][CH:11]2[CH2:16][CH2:15][NH:14][CH2:13][CH2:12]2)=[N:7][CH:8]=1.C([O-])([O-])=O.[K+].[K+].O.[CH3:24][C:25]1([CH3:28])[CH2:27][O:26]1. Product: [Br:2][C:3]1[CH:4]=[CH:5][C:6]([O:9][CH2:10][CH:11]2[CH2:16][CH2:15][N:14]([CH2:24][C:25]([CH3:28])([OH:26])[CH3:27])[CH2:13][CH2:12]2)=[N:7][CH:8]=1. The catalyst class is: 14. (5) Reactant: [CH:1]([C:3]1[CH:4]=[C:5]2[C:10](=[CH:11][CH:12]=1)[N:9]=[CH:8][C:7]([C:13]#[N:14])=[C:6]2[CH2:15][CH:16]([CH3:18])[CH3:17])=O.COC1C=CC(/C=[C:34]2/[C:35]([NH:37][C:38]([S:40]/2)=[NH:39])=[O:36])=CC=1OC1CCCC1.C([O-])(=O)C.[Na+]. Product: [NH2:39][C:38]1[S:40]/[C:34](=[CH:1]\[C:3]2[CH:4]=[C:5]3[C:10](=[CH:11][CH:12]=2)[N:9]=[CH:8][C:7]([C:13]#[N:14])=[C:6]3[CH2:15][CH:16]([CH3:18])[CH3:17])/[C:35](=[O:36])[N:37]=1. The catalyst class is: 15. (6) Reactant: CCN(S(F)(F)[F:7])CC.[F:10][C:11]1[CH:16]=[CH:15][C:14]([CH2:17][NH:18][C:19]([C@@H:21]2[C@H:25](O)[CH2:24][CH2:23][N:22]2[C:27]([O:29][C:30]([CH3:33])([CH3:32])[CH3:31])=[O:28])=[O:20])=[CH:13][C:12]=1[C:34]1[CH:39]=[N:38][C:37]([C:40]([F:43])([F:42])[F:41])=[CH:36][N:35]=1. Product: [F:7][C@H:25]1[CH2:24][CH2:23][N:22]([C:27]([O:29][C:30]([CH3:33])([CH3:32])[CH3:31])=[O:28])[C@@H:21]1[C:19](=[O:20])[NH:18][CH2:17][C:14]1[CH:15]=[CH:16][C:11]([F:10])=[C:12]([C:34]2[CH:39]=[N:38][C:37]([C:40]([F:41])([F:43])[F:42])=[CH:36][N:35]=2)[CH:13]=1. The catalyst class is: 4.